Dataset: Forward reaction prediction with 1.9M reactions from USPTO patents (1976-2016). Task: Predict the product of the given reaction. (1) Given the reactants [CH2:1]([O:4][C:5]1[CH:6]=[C:7]([CH2:15][CH2:16][NH:17]C(=O)OC(C)(C)C)[CH:8]=[CH:9][C:10]=1[O:11][CH2:12][CH2:13][CH3:14])[CH2:2][CH3:3].C(O)(C(F)(F)F)=O.[OH-].[Na+], predict the reaction product. The product is: [CH2:1]([O:4][C:5]1[CH:6]=[C:7]([CH2:15][CH2:16][NH2:17])[CH:8]=[CH:9][C:10]=1[O:11][CH2:12][CH2:13][CH3:14])[CH2:2][CH3:3]. (2) Given the reactants [Si:1]([O:18][CH2:19][C:20]([CH3:37])([CH3:36])[C:21]([NH:23][CH2:24][C:25]([C:27]1[CH:32]=[CH:31][CH:30]=[C:29]([N+:33]([O-:35])=[O:34])[CH:28]=1)=O)=O)([C:14]([CH3:17])([CH3:16])[CH3:15])([C:8]1[CH:13]=[CH:12][CH:11]=[CH:10][CH:9]=1)[C:2]1[CH:7]=[CH:6][CH:5]=[CH:4][CH:3]=1.COC1C=CC(P2(SP(C3C=CC(OC)=CC=3)(=S)S2)=[S:47])=CC=1, predict the reaction product. The product is: [Si:1]([O:18][CH2:19][C:20]([C:21]1[S:47][C:25]([C:27]2[CH:32]=[CH:31][CH:30]=[C:29]([N+:33]([O-:35])=[O:34])[CH:28]=2)=[CH:24][N:23]=1)([CH3:37])[CH3:36])([C:14]([CH3:17])([CH3:16])[CH3:15])([C:8]1[CH:13]=[CH:12][CH:11]=[CH:10][CH:9]=1)[C:2]1[CH:7]=[CH:6][CH:5]=[CH:4][CH:3]=1. (3) Given the reactants [CH2:1]([O:8][C:9]1[CH:14]=[CH:13][NH:12][C:11](=[O:15])[CH:10]=1)[C:2]1[CH:7]=[CH:6][CH:5]=[CH:4][CH:3]=1.[OH-].[Na+].[CH2:18](Br)[C:19]1[CH:24]=[CH:23][CH:22]=[CH:21][CH:20]=1, predict the reaction product. The product is: [CH2:18]([N:12]1[CH:13]=[CH:14][C:9]([O:8][CH2:1][C:2]2[CH:3]=[CH:4][CH:5]=[CH:6][CH:7]=2)=[CH:10][C:11]1=[O:15])[C:19]1[CH:24]=[CH:23][CH:22]=[CH:21][CH:20]=1. (4) Given the reactants [NH2:1][C:2](=[O:20])[CH:3]([NH:10][C:11]1[CH:12]=[C:13](B(O)O)[CH:14]=[N:15][CH:16]=1)[C:4]1[CH:9]=[CH:8][CH:7]=[CH:6][CH:5]=1.Br[C:22]1[CH:23]=[C:24]2[C:28](=[CH:29][CH:30]=1)[NH:27][C:26](=[O:31])[C:25]2([CH3:33])[CH3:32].C(=O)([O-])[O-].[K+].[K+], predict the reaction product. The product is: [CH3:32][C:25]1([CH3:33])[C:24]2[C:28](=[CH:29][CH:30]=[C:22]([C:13]3[CH:12]=[C:11]([NH:10][CH:3]([C:4]4[CH:9]=[CH:8][CH:7]=[CH:6][CH:5]=4)[C:2]([NH2:1])=[O:20])[CH:16]=[N:15][CH:14]=3)[CH:23]=2)[NH:27][C:26]1=[O:31]. (5) Given the reactants [CH:1]([C:9]1[NH:13][C:12]2[CH:14]=[CH:15][CH:16]=[CH:17][C:11]=2[N:10]=1)=[CH:2][C:3]1[CH:8]=[CH:7][CH:6]=[CH:5][CH:4]=1.[Cl:18][C:19]1[CH:24]=[CH:23][N:22]=[CH:21][N:20]=1.N1C=CC=CC=1N1C2C=CC=CC=2N=C1/C=C/C1C=CC=CC=1.Cl, predict the reaction product. The product is: [ClH:18].[N:20]1[CH:19]=[CH:24][C:23]([N:13]2[C:12]3[CH:14]=[CH:15][CH:16]=[CH:17][C:11]=3[N:10]=[C:9]2/[CH:1]=[CH:2]/[C:3]2[CH:4]=[CH:5][CH:6]=[CH:7][CH:8]=2)=[N:22][CH:21]=1. (6) Given the reactants [CH3:1][C:2]1[N:3]([CH2:16][CH:17]([CH3:19])[CH3:18])[C:4]2[C:13]3[CH:12]=[CH:11][C:10]([OH:14])=[CH:9][C:8]=3[N:7]=[CH:6][C:5]=2[N:15]=1.I[CH2:21][CH2:22][CH:23]1[CH2:28][CH2:27][N:26]([C:29]([O:31][C:32]([CH3:35])([CH3:34])[CH3:33])=[O:30])[CH2:25][CH2:24]1, predict the reaction product. The product is: [CH3:1][C:2]1[N:3]([CH2:16][CH:17]([CH3:19])[CH3:18])[C:4]2[C:13]3[CH:12]=[CH:11][C:10]([O:14][CH2:21][CH2:22][CH:23]4[CH2:24][CH2:25][N:26]([C:29]([O:31][C:32]([CH3:33])([CH3:35])[CH3:34])=[O:30])[CH2:27][CH2:28]4)=[CH:9][C:8]=3[N:7]=[CH:6][C:5]=2[N:15]=1.